Dataset: Peptide-MHC class II binding affinity with 134,281 pairs from IEDB. Task: Regression. Given a peptide amino acid sequence and an MHC pseudo amino acid sequence, predict their binding affinity value. This is MHC class II binding data. (1) The peptide sequence is LQFRRIRGPRASVIP. The MHC is DRB1_1201 with pseudo-sequence DRB1_1201. The binding affinity (normalized) is 0.380. (2) The binding affinity (normalized) is 0.376. The peptide sequence is VDLFVFSTSFYLISI. The MHC is DRB1_0901 with pseudo-sequence DRB1_0901.